Dataset: Forward reaction prediction with 1.9M reactions from USPTO patents (1976-2016). Task: Predict the product of the given reaction. The product is: [F:1][C:2]1[CH:7]=[C:6]([C:34]2[C:35]([CH3:43])=[N:36][C:37]([O:41][CH3:42])=[CH:38][C:39]=2[CH3:40])[C:5]([F:17])=[CH:4][C:3]=1[C:18]1[N:22]([C@H:23]2[CH2:27][CH2:26][O:25][CH2:24]2)[N:21]=[CH:20][C:19]=1[C:28]([O:30][CH2:31][CH3:32])=[O:29]. Given the reactants [F:1][C:2]1[CH:7]=[C:6](B2OC(C)(C)C(C)(C)O2)[C:5]([F:17])=[CH:4][C:3]=1[C:18]1[N:22]([C@H:23]2[CH2:27][CH2:26][O:25][CH2:24]2)[N:21]=[CH:20][C:19]=1[C:28]([O:30][CH2:31][CH3:32])=[O:29].Br[C:34]1[C:35]([CH3:43])=[N:36][C:37]([O:41][CH3:42])=[CH:38][C:39]=1[CH3:40].F.[K], predict the reaction product.